From a dataset of Catalyst prediction with 721,799 reactions and 888 catalyst types from USPTO. Predict which catalyst facilitates the given reaction. (1) Reactant: Cl[C:2]1[CH:7]=[C:6]([C:8]([F:11])([F:10])[F:9])[CH:5]=[C:4]([CH2:12][O:13][CH2:14][C:15]2([C:22]3[CH:27]=[CH:26][C:25]([F:28])=[CH:24][CH:23]=3)[CH2:20][CH2:19][N:18]([CH3:21])[CH2:17][CH2:16]2)[N:3]=1.[CH:29]1(B(O)O)[CH2:31][CH2:30]1.C(=O)([O-])[O-].[Cs+].[Cs+]. Product: [CH:29]1([C:2]2[CH:7]=[C:6]([C:8]([F:11])([F:10])[F:9])[CH:5]=[C:4]([CH2:12][O:13][CH2:14][C:15]3([C:22]4[CH:27]=[CH:26][C:25]([F:28])=[CH:24][CH:23]=4)[CH2:20][CH2:19][N:18]([CH3:21])[CH2:17][CH2:16]3)[N:3]=2)[CH2:31][CH2:30]1. The catalyst class is: 11. (2) Reactant: [F:1][C:2]1[CH:7]=[CH:6][C:5]([N:8]=[C:9]=[O:10])=[CH:4][CH:3]=1.Cl.Cl.[NH:13]1[CH2:16][CH:15]([C:17]2[NH:18][C:19](=[O:33])[C:20]3[CH:25]=[N:24][N:23]([CH:26]4[CH2:29][N:28]([CH:30]([CH3:32])[CH3:31])[CH2:27]4)[C:21]=3[N:22]=2)[CH2:14]1.C(N(CC)CC)C. Product: [F:1][C:2]1[CH:7]=[CH:6][C:5]([NH:8][C:9]([N:13]2[CH2:14][CH:15]([C:17]3[NH:18][C:19](=[O:33])[C:20]4[CH:25]=[N:24][N:23]([CH:26]5[CH2:27][N:28]([CH:30]([CH3:31])[CH3:32])[CH2:29]5)[C:21]=4[N:22]=3)[CH2:16]2)=[O:10])=[CH:4][CH:3]=1. The catalyst class is: 2. (3) Reactant: Br[C:2]1[CH:3]=[C:4]([CH:8]([OH:14])[C:9]([N:11]([CH3:13])[CH3:12])=[O:10])[CH:5]=[N:6][CH:7]=1.C([O-])(=O)C.[K+].Br[C:21]1[C:22]([C:46]([F:49])([F:48])[F:47])=[C:23]2[C:29]([C:30]3[CH:35]=[CH:34][CH:33]=[CH:32][C:31]=3[O:36][CH3:37])=[CH:28][N:27](COCC[Si](C)(C)C)[C:24]2=[N:25][CH:26]=1.C(=O)([O-])[O-].[Na+].[Na+].S([O-])([O-])(=O)=O.[Na+].[Na+]. Product: [OH:14][CH:8]([C:4]1[CH:5]=[N:6][CH:7]=[C:2]([C:21]2[C:22]([C:46]([F:47])([F:48])[F:49])=[C:23]3[C:29]([C:30]4[CH:35]=[CH:34][CH:33]=[CH:32][C:31]=4[O:36][CH3:37])=[CH:28][NH:27][C:24]3=[N:25][CH:26]=2)[CH:3]=1)[C:9]([N:11]([CH3:13])[CH3:12])=[O:10]. The catalyst class is: 44. (4) Reactant: [NH2:1][C:2]1[CH:3]=[C:4]([CH:22]=[CH:23][CH:24]=1)[O:5][C:6]1[CH:7]=[CH:8][C:9]2[N:10]([CH:12]=[C:13]([NH:15][C:16](=[O:21])[CH2:17][CH:18]3[CH2:20][CH2:19]3)[N:14]=2)[N:11]=1.[CH3:25][N:26]1[C:30]([C:31](Cl)=[O:32])=[CH:29][C:28]([CH3:34])=[N:27]1. Product: [CH:18]1([CH2:17][C:16]([NH:15][C:13]2[N:14]=[C:9]3[CH:8]=[CH:7][C:6]([O:5][C:4]4[CH:3]=[C:2]([NH:1][C:31]([C:30]5[N:26]([CH3:25])[N:27]=[C:28]([CH3:34])[CH:29]=5)=[O:32])[CH:24]=[CH:23][CH:22]=4)=[N:11][N:10]3[CH:12]=2)=[O:21])[CH2:19][CH2:20]1. The catalyst class is: 80.